From a dataset of Peptide-MHC class II binding affinity with 134,281 pairs from IEDB. Regression. Given a peptide amino acid sequence and an MHC pseudo amino acid sequence, predict their binding affinity value. This is MHC class II binding data. (1) The peptide sequence is LRGLLSTFIAALMGA. The MHC is HLA-DPA10103-DPB10401 with pseudo-sequence HLA-DPA10103-DPB10401. The binding affinity (normalized) is 0.558. (2) The peptide sequence is AATGAATAATGGYKV. The MHC is DRB1_0401 with pseudo-sequence DRB1_0401. The binding affinity (normalized) is 0.187. (3) The peptide sequence is TPEGIIPALFEPERE. The MHC is DRB5_0101 with pseudo-sequence DRB5_0101. The binding affinity (normalized) is 0. (4) The peptide sequence is RFDSDAASQR. The binding affinity (normalized) is 0. The MHC is DRB1_1101 with pseudo-sequence DRB1_1101. (5) The peptide sequence is CAKFTCAKSMSLFEVKK. The MHC is HLA-DQA10102-DQB10501 with pseudo-sequence HLA-DQA10102-DQB10501. The binding affinity (normalized) is 0.733.